Task: Predict the reactants needed to synthesize the given product.. Dataset: Full USPTO retrosynthesis dataset with 1.9M reactions from patents (1976-2016) (1) The reactants are: [O-2:1].[Ta+5:2].[O-2].[O-2].[O-2].[O-2].[Ta+5].[O-2].[Nb+5:9].[O-2].[O-2].[O-2].[O-2].[Nb+5].NN. Given the product [OH-:1].[Ta+5:2].[OH-:1].[OH-:1].[OH-:1].[OH-:1].[OH-:1].[Nb+5:9].[OH-:1].[OH-:1].[OH-:1].[OH-:1], predict the reactants needed to synthesize it. (2) Given the product [Br:1][C:2]1[C:3]([C:10]([O:12][CH3:13])=[O:11])=[N:4][C:5]([Cl:9])=[CH:6][C:7]=1[N:15]([CH3:14])[CH:16]1[CH2:21][CH2:20][O:19][CH2:18][CH2:17]1, predict the reactants needed to synthesize it. The reactants are: [Br:1][C:2]1[C:3]([C:10]([O:12][CH3:13])=[O:11])=[N:4][C:5]([Cl:9])=[CH:6][C:7]=1Cl.[CH3:14][NH:15][CH:16]1[CH2:21][CH2:20][O:19][CH2:18][CH2:17]1.